Predict the reactants needed to synthesize the given product. From a dataset of Full USPTO retrosynthesis dataset with 1.9M reactions from patents (1976-2016). (1) Given the product [OH:8][CH2:9][CH2:10][O:11][C:12]1[CH:13]=[CH:14][C:15]([C:27]2[NH:36][C:35](=[O:37])[C:34]3[C:29](=[CH:30][C:31]([O:40][CH3:41])=[CH:32][C:33]=3[O:38][CH3:39])[N:28]=2)=[N:16][C:17]=1[C:18]1[CH:23]=[CH:22][C:21]([S:24]([CH3:26])=[O:25])=[CH:20][CH:19]=1, predict the reactants needed to synthesize it. The reactants are: [Si]([O:8][CH2:9][CH2:10][O:11][C:12]1[CH:13]=[CH:14][C:15]([C:27]2[NH:36][C:35](=[O:37])[C:34]3[C:29](=[CH:30][C:31]([O:40][CH3:41])=[CH:32][C:33]=3[O:38][CH3:39])[N:28]=2)=[N:16][C:17]=1[C:18]1[CH:23]=[CH:22][C:21]([S:24]([CH3:26])=[O:25])=[CH:20][CH:19]=1)(C(C)(C)C)(C)C.CCCC[N+](CCCC)(CCCC)CCCC.[F-]. (2) Given the product [CH3:26][C:24]1[N:18]([C:15]2[S:14][C:13]([C:10]3[CH:9]=[CH:8][C:7]([N:4]4[CH2:5][CH2:6][O:1][CH2:2][CH2:3]4)=[CH:12][CH:11]=3)=[N:17][CH:16]=2)[C:29](=[O:30])[CH:28]=[C:27]([CH3:33])[N:23]=1, predict the reactants needed to synthesize it. The reactants are: [O:1]1[CH2:6][CH2:5][N:4]([C:7]2[CH:12]=[CH:11][C:10]([C:13]3[S:14][C:15]([NH2:18])=[CH:16][N:17]=3)=[CH:9][CH:8]=2)[CH2:3][CH2:2]1.C[Al](C)C.[NH:23](/[C:27](/[CH3:33])=[CH:28]\[C:29](OC)=[O:30])[C:24]([CH3:26])=O. (3) The reactants are: [OH:1][C:2]1[C:3](=[O:17])[NH:4][C:5](=[O:16])[N:6]([CH2:8][CH2:9][C:10]2[CH:15]=[CH:14][CH:13]=[CH:12][CH:11]=2)[N:7]=1.[CH3:18][OH:19]. Given the product [OH:1][C:2]1[C:3](=[O:17])[NH:4][C:5](=[O:16])[N:6]([CH2:8][CH2:9][C:10]2[CH:15]=[CH:14][C:13]([O:19][CH3:18])=[CH:12][CH:11]=2)[N:7]=1, predict the reactants needed to synthesize it. (4) Given the product [Br:1][C:2]1[C:3]([N:12]2[CH2:17][CH2:16][N:15]([CH2:18][C:19]3[CH:24]=[CH:23][N:22]=[CH:21][CH:20]=3)[CH2:14][CH2:13]2)=[C:4]2[N:9]=[C:31]([C:30]3[CH:33]=[CH:34][C:27]([O:26][CH3:25])=[CH:28][CH:29]=3)[NH:8][C:5]2=[N:6][CH:7]=1, predict the reactants needed to synthesize it. The reactants are: [Br:1][C:2]1[C:3]([N:12]2[CH2:17][CH2:16][N:15]([CH2:18][C:19]3[CH:24]=[CH:23][N:22]=[CH:21][CH:20]=3)[CH2:14][CH2:13]2)=[C:4]([N+:9]([O-])=O)[C:5]([NH2:8])=[N:6][CH:7]=1.[CH3:25][O:26][C:27]1[CH:34]=[CH:33][C:30]([CH:31]=O)=[CH:29][CH:28]=1.[O-]S(S([O-])=O)=O.[Na+].[Na+]. (5) Given the product [F:1][C:2]1[CH:3]=[C:4]([C@:13]2([NH:23][C:24]([C:26]3[CH:27]=[C:28]([C:31]([OH:33])=[O:32])[N:29]([CH3:36])[CH:30]=3)=[O:25])[C:18]3=[N:19][CH:20]=[CH:21][CH:22]=[C:17]3[O:16][CH2:15][CH2:14]2)[CH:5]=[CH:6][C:7]=1[O:8][C:9]([F:12])([F:11])[F:10], predict the reactants needed to synthesize it. The reactants are: [F:1][C:2]1[CH:3]=[C:4]([C@:13]2([NH:23][C:24]([C:26]3[CH:27]=[C:28]([C:31]([O:33]CC)=[O:32])[NH:29][CH:30]=3)=[O:25])[C:18]3=[N:19][CH:20]=[CH:21][CH:22]=[C:17]3[O:16][CH2:15][CH2:14]2)[CH:5]=[CH:6][C:7]=1[O:8][C:9]([F:12])([F:11])[F:10].[C:36]([O-])([O-])=O.[K+].[K+].IC.O.